From a dataset of Full USPTO retrosynthesis dataset with 1.9M reactions from patents (1976-2016). Predict the reactants needed to synthesize the given product. (1) Given the product [CH:29]1([N:25]2[CH2:24][CH2:23][CH:22]([N:21]([CH3:28])[C:19](=[O:20])[CH2:18][O:17][C:4]3[N:3]=[C:2]([CH3:1])[C:7]([NH:8][C:9](=[O:15])[O:10][C:11]([CH3:14])([CH3:12])[CH3:13])=[C:6]([CH3:16])[N:5]=3)[CH2:27][CH2:26]2)[CH2:34][CH2:33][CH2:32][CH2:31][CH2:30]1, predict the reactants needed to synthesize it. The reactants are: [CH3:1][C:2]1[C:7]([NH:8][C:9](=[O:15])[O:10][C:11]([CH3:14])([CH3:13])[CH3:12])=[C:6]([CH3:16])[N:5]=[C:4]([O:17][CH2:18][C:19]([N:21]([CH3:28])[CH:22]2[CH2:27][CH2:26][NH:25][CH2:24][CH2:23]2)=[O:20])[N:3]=1.[C:29]1(=O)[CH2:34][CH2:33][CH2:32][CH2:31][CH2:30]1.C(O[BH-](OC(=O)C)OC(=O)C)(=O)C.[Na+]. (2) The reactants are: [F:1][C:2]1[CH:3]=[C:4]([NH:8][C:9]([N:11]2[CH2:16][CH2:15][NH:14][CH:13]([C:17]3[CH:22]=[CH:21][CH:20]=[CH:19][CH:18]=3)[CH2:12]2)=[O:10])[CH:5]=[CH:6][CH:7]=1.[Cl:23][C:24]1[C:33](Cl)=[N:32][C:31]2[C:26](=[CH:27][CH:28]=[CH:29][CH:30]=2)[N:25]=1. Given the product [Cl:23][C:24]1[C:33]([N:14]2[CH2:15][CH2:16][N:11]([C:9]([NH:8][C:4]3[CH:5]=[CH:6][CH:7]=[C:2]([F:1])[CH:3]=3)=[O:10])[CH2:12][CH:13]2[C:17]2[CH:22]=[CH:21][CH:20]=[CH:19][CH:18]=2)=[N:32][C:31]2[C:26]([N:25]=1)=[CH:27][CH:28]=[CH:29][CH:30]=2, predict the reactants needed to synthesize it. (3) The reactants are: [I:1][C:2]1[CH:3]=[C:4]2[C:9]3=[C:10]([O:12][CH2:13][N:14]([CH3:15])[N:8]3[CH:7]=[C:6]([C:16]([OH:18])=O)[C:5]2=[O:19])[CH:11]=1.C(N1C=CN=C1)(N1C=CN=C1)=O.[Cl:32][C:33]1[CH:40]=[CH:39][C:36]([CH2:37][NH2:38])=[CH:35][CH:34]=1. Given the product [Cl:32][C:33]1[CH:40]=[CH:39][C:36]([CH2:37][NH:38][C:16]([C:6]2[C:5](=[O:19])[C:4]3[C:9]4=[C:10]([O:12][CH2:13][N:14]([CH3:15])[N:8]4[CH:7]=2)[CH:11]=[C:2]([I:1])[CH:3]=3)=[O:18])=[CH:35][CH:34]=1, predict the reactants needed to synthesize it. (4) Given the product [F:25][C:26]1[CH:31]=[C:30]([N:32]2[CH:36]=[N:35][C:34]([CH3:37])=[N:33]2)[CH:29]=[CH:28][C:27]=1[CH2:38][NH:39][C:22]([C:10]1[N:11]=[C:12]2[N:17]([C:18](=[O:19])[C:9]=1[O:8][CH2:1][C:2]1[CH:7]=[CH:6][CH:5]=[CH:4][CH:3]=1)[CH2:16][CH2:15][O:14][C:13]2([CH3:20])[CH3:21])=[O:24], predict the reactants needed to synthesize it. The reactants are: [CH2:1]([O:8][C:9]1[C:18](=[O:19])[N:17]2[C:12]([C:13]([CH3:21])([CH3:20])[O:14][CH2:15][CH2:16]2)=[N:11][C:10]=1[C:22]([OH:24])=O)[C:2]1[CH:7]=[CH:6][CH:5]=[CH:4][CH:3]=1.[F:25][C:26]1[CH:31]=[C:30]([N:32]2[CH:36]=[N:35][C:34]([CH3:37])=[N:33]2)[CH:29]=[CH:28][C:27]=1[CH2:38][NH2:39]. (5) Given the product [CH3:8][C:7]1[O:6][N:5]=[C:4]([C:9]2[CH:14]=[CH:13][CH:12]=[CH:11][CH:10]=2)[C:3]=1[C:1]#[C:2][C:16]1[CH:21]=[CH:20][C:19]([S:22]([NH2:25])(=[O:24])=[O:23])=[CH:18][CH:17]=1, predict the reactants needed to synthesize it. The reactants are: [C:1]([C:3]1[C:4]([C:9]2[CH:14]=[CH:13][CH:12]=[CH:11][CH:10]=2)=[N:5][O:6][C:7]=1[CH3:8])#[CH:2].I[C:16]1[CH:21]=[CH:20][C:19]([S:22]([NH2:25])(=[O:24])=[O:23])=[CH:18][CH:17]=1.